This data is from Full USPTO retrosynthesis dataset with 1.9M reactions from patents (1976-2016). The task is: Predict the reactants needed to synthesize the given product. (1) Given the product [Cl:23][C:24]1[CH:25]=[C:26]([CH:27]=[CH:28][C:29]=1[F:30])[CH2:2][C:3]1[S:4][C:5]2[CH:11]=[CH:10][CH:9]=[C:8]([C:12]3[CH:13]=[C:14]([CH:20]=[CH:21][CH:22]=3)[C:15]([O:17][CH2:18][CH3:19])=[O:16])[C:6]=2[CH:7]=1, predict the reactants needed to synthesize it. The reactants are: Br[CH2:2][C:3]1[S:4][C:5]2[CH:11]=[CH:10][CH:9]=[C:8]([C:12]3[CH:13]=[C:14]([CH:20]=[CH:21][CH:22]=3)[C:15]([O:17][CH2:18][CH3:19])=[O:16])[C:6]=2[CH:7]=1.[Cl:23][C:24]1[CH:25]=[C:26](B(O)O)[CH:27]=[CH:28][C:29]=1[F:30]. (2) Given the product [Cl:1][C:2]1[N:7]2[N:8]=[C:9]([C:11]3[CH:16]=[CH:15][CH:14]=[C:13]([Cl:17])[CH:12]=3)[CH:10]=[C:6]2[N:5]=[C:4]([CH3:18])[C:3]=1[C@H:19]([OH:24])[C:20]([O:22][CH3:23])=[O:21], predict the reactants needed to synthesize it. The reactants are: [Cl:1][C:2]1[N:7]2[N:8]=[C:9]([C:11]3[CH:16]=[CH:15][CH:14]=[C:13]([Cl:17])[CH:12]=3)[CH:10]=[C:6]2[N:5]=[C:4]([CH3:18])[C:3]=1[C:19](=[O:24])[C:20]([O:22][CH3:23])=[O:21].CB1N2CCC[C@@H]2C(C2C=CC=CC=2)(C2C=CC=CC=2)O1.C1(C)C=CC=CC=1.C(#N)C.C(=O)=O.C([O-])([O-])=O.[Na+].[Na+]. (3) Given the product [CH3:10][C:11]1([CH3:18])[CH2:12][CH2:13][C:6]([O:7][CH3:9])=[N:15][CH2:16]1, predict the reactants needed to synthesize it. The reactants are: F[B-](F)(F)F.[CH3:6][O+:7]([CH3:9])C.[CH3:10][C:11]1([CH3:18])[CH2:16][NH:15]C(=O)[CH2:13][CH2:12]1.C(=O)([O-])O.[Na+]. (4) Given the product [F:11][C:3]1[CH:4]=[C:5]([N+:8]([O-:10])=[O:9])[CH:6]=[CH:7][C:2]=1[N:23]1[CH2:22][CH2:21][N:20]([C:17]2[CH:16]=[CH:15][C:14]([O:13][CH3:12])=[CH:19][CH:18]=2)[CH2:25][CH2:24]1, predict the reactants needed to synthesize it. The reactants are: F[C:2]1[CH:7]=[CH:6][C:5]([N+:8]([O-:10])=[O:9])=[CH:4][C:3]=1[F:11].[CH3:12][O:13][C:14]1[CH:19]=[CH:18][C:17]([N:20]2[CH2:25][CH2:24][NH:23][CH2:22][CH2:21]2)=[CH:16][CH:15]=1.